From a dataset of Full USPTO retrosynthesis dataset with 1.9M reactions from patents (1976-2016). Predict the reactants needed to synthesize the given product. (1) The reactants are: C([NH:8][CH2:9][CH2:10][C:11]1[CH:16]=[CH:15][CH:14]=[C:13]([S:17]([C:20]2[CH:25]=[CH:24][C:23]([O:26][CH3:27])=[CH:22][CH:21]=2)(=[O:19])=[O:18])[CH:12]=1)C1C=CC=CC=1.[Cl:28][C:29]1[CH:30]=[C:31]([C@@H:35]2[CH2:37][O:36]2)[CH:32]=[CH:33][CH:34]=1. Given the product [ClH:28].[Cl:28][C:29]1[CH:30]=[C:31]([C@@H:35]([OH:36])[CH2:37][NH:8][CH2:9][CH2:10][C:11]2[CH:16]=[CH:15][CH:14]=[C:13]([S:17]([C:20]3[CH:21]=[CH:22][C:23]([O:26][CH3:27])=[CH:24][CH:25]=3)(=[O:18])=[O:19])[CH:12]=2)[CH:32]=[CH:33][CH:34]=1, predict the reactants needed to synthesize it. (2) Given the product [NH2:20][C:21]([CH3:22])([CH2:10][CH2:9][C:4]1[CH:5]=[CH:6][CH:7]=[CH:8][C:3]=1[C:2]([F:15])([F:14])[F:1])[C:16]#[N:17], predict the reactants needed to synthesize it. The reactants are: [F:1][C:2]([F:15])([F:14])[C:3]1[CH:8]=[CH:7][CH:6]=[CH:5][C:4]=1[CH2:9][CH2:10]C(=O)C.[C-:16]#[N:17].[Na+].[Cl-].[NH4+:20].[CH2:21](O)[CH3:22]. (3) Given the product [Cl:1][C:2]1[C:9]([CH3:10])=[C:8]([C:11]2[C@@H:12]([OH:20])[C@@H:13]3[C@H:18]([OH:19])[CH2:17][CH2:16][N:14]3[N:15]=2)[CH:7]=[CH:6][C:3]=1[C:4]#[N:5], predict the reactants needed to synthesize it. The reactants are: [Cl:1][C:2]1[C:9]([CH3:10])=[C:8]([C:11]2[C@@H:12]([O:20]C3CCCCO3)[C@@H:13]3[C@H:18]([OH:19])[CH2:17][CH2:16][N:14]3[N:15]=2)[CH:7]=[CH:6][C:3]=1[C:4]#[N:5].C1(C)C=CC(S(O)(=O)=O)=CC=1. (4) Given the product [NH:40]1[CH:2]=[C:1]([C:3]2[CH:4]=[C:5]3[C:9](=[CH:10][CH:11]=2)[N:8]([CH2:12][CH:13]2[CH2:18][CH2:17][N:16]([C:19]([C:21]4[CH:22]=[CH:23][CH:24]=[CH:25][CH:26]=4)=[O:20])[CH2:15][CH2:14]2)[CH:7]=[CH:6]3)[N:42]=[N:41]1, predict the reactants needed to synthesize it. The reactants are: [C:1]([C:3]1[CH:4]=[C:5]2[C:9](=[CH:10][CH:11]=1)[N:8]([CH2:12][CH:13]1[CH2:18][CH2:17][N:16]([C:19]([C:21]3[CH:26]=[CH:25][CH:24]=[CH:23][CH:22]=3)=[O:20])[CH2:15][CH2:14]1)[CH:7]=[CH:6]2)#[CH:2].O=C1O[C@H]([C@H](CO)O)C([O-])=C1O.[Na+].[N-:40]=[N+:41]=[N-:42].[Na+].C(OCC)(=O)C. (5) Given the product [Br:1][C:2]1[CH:7]=[CH:6][C:5]([C:10]#[C:9][Si:11]([CH3:14])([CH3:13])[CH3:12])=[CH:4][N:3]=1, predict the reactants needed to synthesize it. The reactants are: [Br:1][C:2]1[CH:7]=[CH:6][C:5](I)=[CH:4][N:3]=1.[C:9]([Si:11]([CH3:14])([CH3:13])[CH3:12])#[CH:10].C(N(CC)CC)C. (6) Given the product [Br:1][C:2]1[CH:7]=[CH:6][C:5]([C:8]2[C:17]([C:16]3[CH:15]=[CH:14][C:13]([OH:19])=[CH:12][C:11]=3[OH:10])=[N:21][NH:22][CH:9]=2)=[CH:4][CH:3]=1, predict the reactants needed to synthesize it. The reactants are: [Br:1][C:2]1[CH:7]=[CH:6][C:5]([C:8]2[C:17](=O)[C:16]3[C:11](=[CH:12][C:13]([OH:19])=[CH:14][CH:15]=3)[O:10][CH:9]=2)=[CH:4][CH:3]=1.O.[NH2:21][NH2:22].